Dataset: Full USPTO retrosynthesis dataset with 1.9M reactions from patents (1976-2016). Task: Predict the reactants needed to synthesize the given product. (1) Given the product [CH2:14]([O:9][CH:8]([CH3:10])[C:7]([O:12][CH3:13])=[O:11])[C:15]1[CH:20]=[CH:19][CH:18]=[CH:17][CH:16]=1, predict the reactants needed to synthesize it. The reactants are: CC(C)([O-])C.[K+].[C:7]([O:12][CH3:13])(=[O:11])[CH:8]([CH3:10])[OH:9].[CH2:14](Cl)[C:15]1[CH:20]=[CH:19][CH:18]=[CH:17][CH:16]=1. (2) Given the product [F:1][C:2]1[CH:3]=[C:4]([C:9]2[N:13]=[C:12]([CH2:14][CH2:15][C:16]3[NH:20][C:19]([CH2:21][C:22]([CH3:26])([CH3:25])[CH2:23][CH3:24])=[CH:18][N:17]=3)[N:11]([CH3:33])[N:10]=2)[CH:5]=[CH:6][C:7]=1[F:8], predict the reactants needed to synthesize it. The reactants are: [F:1][C:2]1[CH:3]=[C:4]([C:9]2[N:13]=[C:12]([CH2:14][CH2:15][C:16]3[N:17](S(N(C)C)(=O)=O)[CH:18]=[C:19]([CH2:21][C:22]([CH3:26])([CH3:25])[CH2:23][CH3:24])[N:20]=3)[N:11]([CH3:33])[N:10]=2)[CH:5]=[CH:6][C:7]=1[F:8]. (3) The reactants are: [CH3:1][C:2]([C:4]1[CH:5]=[CH:6][C:7]([OH:10])=[CH:8][CH:9]=1)=[O:3].Cl[C:12]1[CH:20]=[CH:19][C:15]([C:16]([NH2:18])=[O:17])=[CH:14][N:13]=1.C([O-])([O-])=O.[K+].[K+].C1(C)C=CC=CC=1. Given the product [C:2]([C:4]1[CH:9]=[CH:8][C:7]([O:10][C:14]2[N:13]=[CH:12][CH:20]=[CH:19][C:15]=2[C:16]([NH2:18])=[O:17])=[CH:6][CH:5]=1)(=[O:3])[CH3:1], predict the reactants needed to synthesize it. (4) The reactants are: [CH2:1]([NH2:4])[CH:2]=[CH2:3].C(O[C@H:9]1[C@H:14]([N:15]=[C:16]=[S:17])[C@@H:13]([O:18][C:19](=[O:21])[CH3:20])[C@H:12]([O:22][C:23](=[O:25])[CH3:24])[C@@H:11]([CH2:26][O:27][C:28](=[O:30])[CH3:29])[O:10]1)(=O)C.C(O)(C(F)(F)F)=O. Given the product [C:23]([O:22][C@@H:12]1[C@@H:11]([CH2:26][O:27][C:28](=[O:30])[CH3:29])[O:10][C@H:9]2[C@H:14]([N:15]=[C:16]([NH:4][CH2:1][CH:2]=[CH2:3])[S:17]2)[C@H:13]1[O:18][C:19](=[O:21])[CH3:20])(=[O:25])[CH3:24], predict the reactants needed to synthesize it. (5) The reactants are: [C:1]([O:5][C:6]([N:8]1[C:16]2[C:11](=[CH:12][C:13]([CH2:17][OH:18])=[CH:14][CH:15]=2)[CH:10]=[C:9]1[C:19]1[C:20]2[S:33][CH:32]=[CH:31][C:21]=2[N:22]([C:24]([O:26][C:27]([CH3:30])([CH3:29])[CH3:28])=[O:25])[N:23]=1)=[O:7])([CH3:4])([CH3:3])[CH3:2].CC(OI1(OC(C)=O)(OC(C)=O)OC(=O)C2C=CC=CC1=2)=O.O.C(OCC)(=O)C. Given the product [C:1]([O:5][C:6]([N:8]1[C:16]2[C:11](=[CH:12][C:13]([CH:17]=[O:18])=[CH:14][CH:15]=2)[CH:10]=[C:9]1[C:19]1[C:20]2[S:33][CH:32]=[CH:31][C:21]=2[N:22]([C:24]([O:26][C:27]([CH3:30])([CH3:29])[CH3:28])=[O:25])[N:23]=1)=[O:7])([CH3:4])([CH3:2])[CH3:3], predict the reactants needed to synthesize it. (6) Given the product [Cl:41][C:42]1[C:43]([C:49]2[CH:54]=[C:53]([NH:55][CH2:56][CH:57]3[CH2:62][CH2:61][O:60][CH2:59][CH2:58]3)[CH:52]=[C:51]([F:63])[CH:50]=2)=[CH:44][C:45]([NH:48][C:14]([C@@H:10]2[CH2:11][CH2:12][CH2:13][N:8]([C:6]([O:5][C:1]([CH3:2])([CH3:3])[CH3:4])=[O:7])[CH2:9]2)=[O:16])=[N:46][CH:47]=1, predict the reactants needed to synthesize it. The reactants are: [C:1]([O:5][C:6]([N:8]1[CH2:13][CH2:12][CH2:11][C@@H:10]([C:14]([OH:16])=O)[CH2:9]1)=[O:7])([CH3:4])([CH3:3])[CH3:2].CN(C(ON1N=NC2C=CC=NC1=2)=[N+](C)C)C.F[P-](F)(F)(F)(F)F.[Cl:41][C:42]1[C:43]([C:49]2[CH:54]=[C:53]([NH:55][CH2:56][CH:57]3[CH2:62][CH2:61][O:60][CH2:59][CH2:58]3)[CH:52]=[C:51]([F:63])[CH:50]=2)=[CH:44][C:45]([NH2:48])=[N:46][CH:47]=1.CCN(C(C)C)C(C)C. (7) Given the product [CH2:42]([C:33]1[C:32]([C:10]2[CH:9]=[N:8][C:7]([NH:6][C:4]([NH:3][CH2:1][CH3:2])=[O:5])=[CH:12][C:11]=2[C:13]2[S:14][CH:15]=[C:16]([C:18]([F:19])([F:20])[F:21])[N:17]=2)=[CH:41][C:36]([C:37]([O:39][CH3:40])=[O:38])=[CH:35][N:34]=1)[CH3:43], predict the reactants needed to synthesize it. The reactants are: [CH2:1]([NH:3][C:4]([NH:6][C:7]1[CH:12]=[C:11]([C:13]2[S:14][CH:15]=[C:16]([C:18]([F:21])([F:20])[F:19])[N:17]=2)[C:10](B2OC(C)(C)C(C)(C)O2)=[CH:9][N:8]=1)=[O:5])[CH3:2].Br[C:32]1[C:33]([CH2:42][CH3:43])=[N:34][CH:35]=[C:36]([CH:41]=1)[C:37]([O:39][CH3:40])=[O:38].C(=O)(O)[O-].[Na+].C(OCC)(=O)C.